This data is from NCI-60 drug combinations with 297,098 pairs across 59 cell lines. The task is: Regression. Given two drug SMILES strings and cell line genomic features, predict the synergy score measuring deviation from expected non-interaction effect. (1) Cell line: IGROV1. Drug 2: C1=CN(C(=O)N=C1N)C2C(C(C(O2)CO)O)O.Cl. Synergy scores: CSS=-0.905, Synergy_ZIP=-1.66, Synergy_Bliss=1.33, Synergy_Loewe=-7.20, Synergy_HSA=-3.05. Drug 1: C1=CC(=CC=C1C#N)C(C2=CC=C(C=C2)C#N)N3C=NC=N3. (2) Drug 1: CC(CN1CC(=O)NC(=O)C1)N2CC(=O)NC(=O)C2. Drug 2: CC1C(C(=O)NC(C(=O)N2CCCC2C(=O)N(CC(=O)N(C(C(=O)O1)C(C)C)C)C)C(C)C)NC(=O)C3=C4C(=C(C=C3)C)OC5=C(C(=O)C(=C(C5=N4)C(=O)NC6C(OC(=O)C(N(C(=O)CN(C(=O)C7CCCN7C(=O)C(NC6=O)C(C)C)C)C)C(C)C)C)N)C. Cell line: OVCAR-4. Synergy scores: CSS=16.7, Synergy_ZIP=0.512, Synergy_Bliss=6.63, Synergy_Loewe=6.67, Synergy_HSA=6.17. (3) Drug 1: CC12CCC(CC1=CCC3C2CCC4(C3CC=C4C5=CN=CC=C5)C)O. Drug 2: C1CCC(C1)C(CC#N)N2C=C(C=N2)C3=C4C=CNC4=NC=N3. Cell line: SK-MEL-28. Synergy scores: CSS=-1.71, Synergy_ZIP=1.22, Synergy_Bliss=6.18, Synergy_Loewe=-1.66, Synergy_HSA=1.66. (4) Drug 1: CS(=O)(=O)C1=CC(=C(C=C1)C(=O)NC2=CC(=C(C=C2)Cl)C3=CC=CC=N3)Cl. Synergy scores: CSS=3.67, Synergy_ZIP=0.150, Synergy_Bliss=2.60, Synergy_Loewe=1.81, Synergy_HSA=1.98. Drug 2: CNC(=O)C1=CC=CC=C1SC2=CC3=C(C=C2)C(=NN3)C=CC4=CC=CC=N4. Cell line: IGROV1. (5) Drug 1: CCCCCOC(=O)NC1=NC(=O)N(C=C1F)C2C(C(C(O2)C)O)O. Drug 2: C1CCC(C(C1)N)N.C(=O)(C(=O)[O-])[O-].[Pt+4]. Cell line: HCT-15. Synergy scores: CSS=40.7, Synergy_ZIP=-5.77, Synergy_Bliss=-7.88, Synergy_Loewe=-41.1, Synergy_HSA=-8.42. (6) Drug 1: CC1C(C(CC(O1)OC2CC(CC3=C2C(=C4C(=C3O)C(=O)C5=C(C4=O)C(=CC=C5)OC)O)(C(=O)C)O)N)O.Cl. Drug 2: CC12CCC3C(C1CCC2O)C(CC4=C3C=CC(=C4)O)CCCCCCCCCS(=O)CCCC(C(F)(F)F)(F)F. Cell line: MDA-MB-435. Synergy scores: CSS=-2.32, Synergy_ZIP=-1.40, Synergy_Bliss=-5.22, Synergy_Loewe=-9.31, Synergy_HSA=-7.96.